From a dataset of Forward reaction prediction with 1.9M reactions from USPTO patents (1976-2016). Predict the product of the given reaction. (1) Given the reactants [NH:1]1[CH2:7][C:5](=[O:6])[NH:4][C:2]1=[O:3].[Br:8][C:9]1[CH:10]=[C:11]([CH:14]=[CH:15][CH:16]=1)[CH:12]=O.C([O-])(=O)C.[Na+], predict the reaction product. The product is: [Br:8][C:9]1[CH:10]=[C:11]([CH:14]=[CH:15][CH:16]=1)/[CH:12]=[C:7]1\[C:5](=[O:6])[NH:4][C:2](=[O:3])[NH:1]\1. (2) Given the reactants [CH3:1][N:2]1[CH:6]=[CH:5][C:4]([NH:7][C:8]([C:10]2[CH:21]=[C:20]([O:22]CC3C=CC=CC=3)[C:13]3[CH2:14][CH:15]([CH:17]([F:19])[F:18])[O:16][C:12]=3[CH:11]=2)=[O:9])=[N:3]1, predict the reaction product. The product is: [CH3:1][N:2]1[CH:6]=[CH:5][C:4]([NH:7][C:8]([C:10]2[CH:21]=[C:20]([OH:22])[C:13]3[CH2:14][CH:15]([CH:17]([F:19])[F:18])[O:16][C:12]=3[CH:11]=2)=[O:9])=[N:3]1. (3) Given the reactants [F:1][C:2]1[CH:3]=[C:4]([CH:7]=[C:8]([NH:10][CH2:11][C:12]2[CH:17]=[CH:16][C:15]([S:18]([CH3:21])(=[O:20])=[O:19])=[CH:14][CH:13]=2)[CH:9]=1)[C:5]#[N:6].[C:22](O)(=[O:26])[CH:23]([CH3:25])[CH3:24], predict the reaction product. The product is: [C:5]([C:4]1[CH:7]=[C:8]([N:10]([CH2:11][C:12]2[CH:13]=[CH:14][C:15]([S:18]([CH3:21])(=[O:20])=[O:19])=[CH:16][CH:17]=2)[C:22](=[O:26])[CH:23]([CH3:25])[CH3:24])[CH:9]=[C:2]([F:1])[CH:3]=1)#[N:6]. (4) Given the reactants [Br:1][C:2]1[CH:3]=[C:4]2[C:14]3([CH2:18][O:17][C:16]([NH2:19])=[N:15]3)[C:10]3([CH2:13][CH2:12][CH2:11]3)[CH2:9][O:8][C:5]2=[CH:6][CH:7]=1.[C:20](O[C:20]([O:22][C:23]([CH3:26])([CH3:25])[CH3:24])=[O:21])([O:22][C:23]([CH3:26])([CH3:25])[CH3:24])=[O:21].C(N(CC)CC)C, predict the reaction product. The product is: [Br:1][C:2]1[CH:3]=[C:4]2[C:14]3([CH2:18][O:17][C:16]([NH:19][C:20](=[O:21])[O:22][C:23]([CH3:26])([CH3:25])[CH3:24])=[N:15]3)[C:10]3([CH2:13][CH2:12][CH2:11]3)[CH2:9][O:8][C:5]2=[CH:6][CH:7]=1.